Dataset: CYP1A2 inhibition data for predicting drug metabolism from PubChem BioAssay. Task: Regression/Classification. Given a drug SMILES string, predict its absorption, distribution, metabolism, or excretion properties. Task type varies by dataset: regression for continuous measurements (e.g., permeability, clearance, half-life) or binary classification for categorical outcomes (e.g., BBB penetration, CYP inhibition). Dataset: cyp1a2_veith. (1) The result is 0 (non-inhibitor). The drug is c1ccc2c[n+](CCCC[n+]3ccc4ccccc4c3)ccc2c1. (2) The molecule is COc1ccc(CCNc2cc(N3CCN(C(=O)c4ccccc4F)CC3)ccc2[N+](=O)[O-])cc1OC. The result is 0 (non-inhibitor). (3) The drug is Cc1ccccc1-c1noc(-c2ccc(Cl)cc2)n1. The result is 1 (inhibitor). (4) The result is 0 (non-inhibitor). The drug is CC(C)=NO[C@@H](C)CN1CCCc2nc(C)c(C)cc21. (5) The compound is CC(C)Cc1nnc(NC(=O)c2ccc([N+](=O)[O-])cc2)s1. The result is 0 (non-inhibitor). (6) The result is 0 (non-inhibitor). The drug is Fc1ccc(CN(C2=NCCN2)c2c(Cl)cccc2Cl)cc1. (7) The molecule is CCC(C)NC(=O)CCS(=O)(=O)c1ccc(Br)s1. The result is 0 (non-inhibitor). (8) The drug is O=C(CNC(=O)/C(=C\c1ccccc1)NC(=O)c1ccc(Br)cc1)OCc1ccccc1. The result is 0 (non-inhibitor). (9) The molecule is CS(=O)(=O)N1CCC2(CCN(Cc3ccncc3)CC2)CC1. The result is 0 (non-inhibitor). (10) The compound is CCOC(=O)c1c(C)c(C)n2c1NC(=O)C2. The result is 1 (inhibitor).